This data is from Forward reaction prediction with 1.9M reactions from USPTO patents (1976-2016). The task is: Predict the product of the given reaction. (1) Given the reactants [Br:1][C:2]1[CH:20]=[CH:19][C:5]([N:6]([CH2:10][CH2:11][CH2:12][CH2:13][C:14]([O:16][CH2:17]C)=[O:15])[CH2:7][CH2:8][CH3:9])=[C:4]([CH:21]=O)[CH:3]=1.CO.C[O-].[Na+].Cl, predict the reaction product. The product is: [Br:1][C:2]1[CH:20]=[CH:19][C:5]2[N:6]([CH2:7][CH2:8][CH3:9])[CH2:10][CH2:11][CH2:12][C:13]([C:14]([O:16][CH3:17])=[O:15])=[CH:21][C:4]=2[CH:3]=1. (2) Given the reactants Br[C:2]1[N:3]([C:8]2[CH:13]=[CH:12][C:11]([Cl:14])=[CH:10][C:9]=2[Cl:15])[CH:4]=[C:5]([Br:7])[N:6]=1.C(=O)([O-])[O-].[Cs+].[Cs+].[CH3:22][Si:23]([CH3:37])([CH3:36])[CH2:24][CH2:25][O:26][CH2:27][N:28]1[C:32](B(O)O)=[CH:31][CH:30]=[N:29]1, predict the reaction product. The product is: [Br:7][C:5]1[N:6]=[C:2]([C:32]2[N:28]([CH2:27][O:26][CH2:25][CH2:24][Si:23]([CH3:37])([CH3:36])[CH3:22])[N:29]=[CH:30][CH:31]=2)[N:3]([C:8]2[CH:13]=[CH:12][C:11]([Cl:14])=[CH:10][C:9]=2[Cl:15])[CH:4]=1. (3) Given the reactants [OH:1][C:2]1[CH:7]=[CH:6][C:5]([CH3:8])=[CH:4][C:3]=1[N:9]1[N:13]=[C:12]2[CH:14]=[CH:15][C:16]([C:18]([CH3:21])([CH3:20])[CH3:19])=[CH:17][C:11]2=[N:10]1.N(C(C)(C)C#N)=NC(C)(C)C#N.[Br:34]Br, predict the reaction product. The product is: [OH:1][C:2]1[CH:7]=[CH:6][C:5]([CH2:8][Br:34])=[CH:4][C:3]=1[N:9]1[N:13]=[C:12]2[CH:14]=[CH:15][C:16]([C:18]([CH3:21])([CH3:20])[CH3:19])=[CH:17][C:11]2=[N:10]1.